Dataset: Reaction yield outcomes from USPTO patents with 853,638 reactions. Task: Predict the reaction yield, written as a fraction of the theoretical maximum amount of product (1.0 means a 100% yield; for example, 0.34 means a 34% yield). (1) The reactants are CO.C([O:10][C:11]1[CH:12]=[C:13]([CH:34]=[CH:35][CH:36]=1)[C:14]([NH:16][C:17]1[C:22]([CH3:23])=[C:21]([CH3:24])[C:20]([O:25]CC2C=CC=CC=2)=[C:19]([CH3:33])[N:18]=1)=[O:15])C1C=CC=CC=1. The catalyst is [Pd]. The product is [OH:10][C:11]1[CH:12]=[C:13]([CH:34]=[CH:35][CH:36]=1)[C:14]([NH:16][C:17]1[C:22]([CH3:23])=[C:21]([CH3:24])[C:20]([OH:25])=[C:19]([CH3:33])[N:18]=1)=[O:15]. The yield is 0.470. (2) The product is [NH2:21][C:16]1[N:17]=[C:18]([CH3:20])[C:19]2=[C:14]([CH2:13][C@H:12]([C:22]3[CH:27]=[CH:26][C:25]([F:28])=[CH:24][C:23]=3[Br:29])[NH:11]/[C:10]/2=[N:9]\[OH:8])[N:15]=1. The catalyst is O1CCOCC1. The reactants are [Si]([O:8]/[N:9]=[C:10]1\[NH:11][C@@H:12]([C:22]2[CH:27]=[CH:26][C:25]([F:28])=[CH:24][C:23]=2[Br:29])[CH2:13][C:14]2[N:15]=[C:16]([NH2:21])[N:17]=[C:18]([CH3:20])[C:19]\1=2)(C(C)(C)C)(C)C.C(O)(C(F)(F)F)=O.O. The yield is 0.700. (3) The reactants are [CH3:1][N:2]([C:9]1[CH:14]=[CH:13][CH:12]=[CH:11][CH:10]=1)[CH2:3][C:4]([O:6]CC)=[O:5].[OH-].[Na+].C(O)(=O)CC(CC(O)=O)(C(O)=O)O. The catalyst is CO. The product is [CH3:1][N:2]([C:9]1[CH:14]=[CH:13][CH:12]=[CH:11][CH:10]=1)[CH2:3][C:4]([OH:6])=[O:5]. The yield is 1.00. (4) The reactants are [Br:1][C:2]1[C:3]([N:24]2[CH2:29][CH2:28][CH2:27][C@@H:26]([NH:30]C(=O)OC(C)(C)C)[CH2:25]2)=[C:4]2[C:10]([NH:11][C:12](=[O:23])[C:13]3[CH:18]=[CH:17][CH:16]=[C:15]([C:19]([F:22])([F:21])[F:20])[CH:14]=3)=[CH:9][NH:8][C:5]2=[N:6][CH:7]=1.C(O)(C(F)(F)F)=O.[ClH:45]. No catalyst specified. The product is [ClH:45].[NH2:30][C@@H:26]1[CH2:27][CH2:28][CH2:29][N:24]([C:3]2[C:2]([Br:1])=[CH:7][N:6]=[C:5]3[NH:8][CH:9]=[C:10]([NH:11][C:12](=[O:23])[C:13]4[CH:18]=[CH:17][CH:16]=[C:15]([C:19]([F:21])([F:22])[F:20])[CH:14]=4)[C:4]=23)[CH2:25]1. The yield is 0.910.